Dataset: Full USPTO retrosynthesis dataset with 1.9M reactions from patents (1976-2016). Task: Predict the reactants needed to synthesize the given product. (1) The reactants are: [N:1]1[CH:6]=[CH:5][N:4]=[CH:3][C:2]=1[NH:7][C:8](=[O:35])[C@@H:9]([N:14]1[CH2:18][C:17]([O:19][C:20]2[CH:25]=[CH:24][C:23]([CH2:26][C@H:27]3[CH2:31][O:30]C(C)(C)[O:28]3)=[CH:22][CH:21]=2)=[CH:16][C:15]1=[O:34])[CH2:10][CH:11]([CH3:13])[CH3:12].Cl. Given the product [N:1]1[CH:6]=[CH:5][N:4]=[CH:3][C:2]=1[NH:7][C:8](=[O:35])[C@@H:9]([N:14]1[CH2:18][C:17]([O:19][C:20]2[CH:21]=[CH:22][C:23]([CH2:26][C@H:27]([OH:28])[CH2:31][OH:30])=[CH:24][CH:25]=2)=[CH:16][C:15]1=[O:34])[CH2:10][CH:11]([CH3:13])[CH3:12], predict the reactants needed to synthesize it. (2) Given the product [Si:10]([O:17][CH2:18][CH2:1][NH:2][C:3]1([C:8]#[N:9])[CH2:7][CH2:6][CH2:5][CH2:4]1)([C:13]([CH3:16])([CH3:15])[CH3:14])([CH3:12])[CH3:11].[C:18]1(=[O:17])[CH2:19][CH2:7][CH2:3][CH2:4]1, predict the reactants needed to synthesize it. The reactants are: [CH3:1][NH:2][C:3]1([C:8]#[N:9])[CH2:7][CH2:6][CH2:5][CH2:4]1.[Si:10]([O:17][CH2:18][CH2:19]N)([C:13]([CH3:16])([CH3:15])[CH3:14])([CH3:12])[CH3:11]. (3) Given the product [CH3:22][N:23]1[CH2:28][CH2:27][N:26]([C:29]([NH:9][CH2:10][C:11]([O:13][CH2:14][C:15]2[CH:20]=[CH:19][CH:18]=[CH:17][CH:16]=2)=[O:12])=[O:30])[CH2:25][CH2:24]1, predict the reactants needed to synthesize it. The reactants are: C(N(CC)CC)C.Cl.[NH2:9][CH2:10][C:11]([O:13][CH2:14][C:15]1[CH:20]=[CH:19][CH:18]=[CH:17][CH:16]=1)=[O:12].Cl.[CH3:22][N:23]1[CH2:28][CH2:27][N:26]([C:29](Cl)=[O:30])[CH2:25][CH2:24]1. (4) Given the product [OH:39][C:18]1[CH:17]=[N:16][C:15]([C:11]2[CH:10]=[C:9]([CH:14]=[CH:13][CH:12]=2)[CH2:8][N:7]2[C:2](=[O:1])[CH:3]=[CH:4][C:5]([C:30]3[CH:31]=[C:32]([CH:35]=[CH:36][CH:37]=3)[C:33]#[N:34])=[N:6]2)=[N:20][CH:19]=1, predict the reactants needed to synthesize it. The reactants are: [O:1]=[C:2]1[N:7]([CH2:8][C:9]2[CH:14]=[CH:13][CH:12]=[C:11]([C:15]3[N:20]=[CH:19][C:18](B4OC(C)(C)C(C)(C)O4)=[CH:17][N:16]=3)[CH:10]=2)[N:6]=[C:5]([C:30]2[CH:31]=[C:32]([CH:35]=[CH:36][CH:37]=2)[C:33]#[N:34])[CH:4]=[CH:3]1.B1([O-])O[O:39]1.O.O.O.O.[Na+].[Cl-].[NH4+]. (5) Given the product [Cl:1][C:2]1[C:10]2[N:9]=[C:8]3[N:11]([C:12]4[C:17]([CH3:18])=[CH:16][C:15]([Cl:19])=[CH:14][C:13]=4[O:20][CH3:21])[C:23](=[O:24])[CH2:22][N:7]3[C:6]=2[C:5]([CH:26]([CH2:27][CH3:28])[CH2:29][CH3:30])=[CH:4][CH:3]=1, predict the reactants needed to synthesize it. The reactants are: [Cl:1][C:2]1[C:10]2[N:9]=[C:8]([NH:11][C:12]3[C:17]([CH3:18])=[CH:16][C:15]([Cl:19])=[CH:14][C:13]=3[O:20][CH3:21])[N:7]([CH2:22][C:23](O)=[O:24])[C:6]=2[C:5]([CH:26]([CH2:29][CH3:30])[CH2:27][CH3:28])=[CH:4][CH:3]=1.C1C=CC2N(O)N=NC=2C=1.C(N(CC)CC)C.CCN=C=NCCCN(C)C. (6) Given the product [F:35][CH:34]([F:36])[CH2:33][N:15]1[C@@H:13]2[CH:12]=[CH:11][C@H:10]1[CH2:9][C:8]([C:4]1[CH:5]=[N:6][CH:7]=[C:2]([F:1])[CH:3]=1)([C:16]#[N:17])[CH2:14]2, predict the reactants needed to synthesize it. The reactants are: [F:1][C:2]1[CH:3]=[C:4]([C:8]2([C:16]#[N:17])[CH2:14][CH:13]3[NH:15][CH:10]([CH:11]=[CH:12]3)[CH2:9]2)[CH:5]=[N:6][CH:7]=1.C(N(C(C)C)CC)(C)C.FC(F)(F)S(O[CH2:33][CH:34]([F:36])[F:35])(=O)=O.